Predict the product of the given reaction. From a dataset of Forward reaction prediction with 1.9M reactions from USPTO patents (1976-2016). Given the reactants [Si:1]([O:18][CH2:19][C@H:20]1[C@H:28]2[C@@:24]([CH3:30])([C:25]([CH3:29])=[CH:26][CH2:27]2)[CH2:23][CH2:22][C@@H:21]1[C@@:31]1([CH3:40])[CH2:36][CH2:35][C@H:34]([OH:37])[CH2:33][C@@H:32]1[CH2:38][OH:39])([C:14]([CH3:17])([CH3:16])[CH3:15])([C:8]1[CH:13]=[CH:12][CH:11]=[CH:10][CH:9]=1)[C:2]1[CH:7]=[CH:6][CH:5]=[CH:4][CH:3]=1.[CH2:41](Cl)Cl.[CH3:44][C:45](OC(C)=O)=[O:46].[C:51]([O-:54])(O)=O.[Na+], predict the reaction product. The product is: [C:45]([O:39][CH2:38][C@H:32]1[CH2:33][C@@H:34]([O:37][C:51](=[O:54])[CH3:41])[CH2:35][CH2:36][C@@:31]1([C@@H:21]1[C@@H:20]([CH2:19][O:18][Si:1]([C:14]([CH3:15])([CH3:16])[CH3:17])([C:8]2[CH:13]=[CH:12][CH:11]=[CH:10][CH:9]=2)[C:2]2[CH:3]=[CH:4][CH:5]=[CH:6][CH:7]=2)[C@H:28]2[C@@:24]([CH3:30])([C:25]([CH3:29])=[CH:26][CH2:27]2)[CH2:23][CH2:22]1)[CH3:40])(=[O:46])[CH3:44].